This data is from Full USPTO retrosynthesis dataset with 1.9M reactions from patents (1976-2016). The task is: Predict the reactants needed to synthesize the given product. (1) Given the product [O:34]1[CH2:35][CH2:36][N:31]([CH2:28][C:29]#[C:30][C:2]2[C:10]3[C:5](=[CH:6][CH:7]=[CH:8][CH:9]=3)[N:4]([C:11]3[CH:16]=[CH:15][C:14]([NH:17][C:18]([NH:20][CH2:21][C:22]4[CH:23]=[N:24][CH:25]=[CH:26][CH:27]=4)=[O:19])=[CH:13][CH:12]=3)[N:3]=2)[CH2:32][CH2:33]1, predict the reactants needed to synthesize it. The reactants are: I[C:2]1[C:10]2[C:5](=[CH:6][CH:7]=[CH:8][CH:9]=2)[N:4]([C:11]2[CH:16]=[CH:15][C:14]([NH:17][C:18]([NH:20][CH2:21][C:22]3[CH:23]=[N:24][CH:25]=[CH:26][CH:27]=3)=[O:19])=[CH:13][CH:12]=2)[N:3]=1.[CH2:28]([N:31]1[CH2:36][CH2:35][O:34][CH2:33][CH2:32]1)[C:29]#[CH:30].C(N(CC)CC)C. (2) The reactants are: [F:1][C@@H:2]1[C@@H:7]([C:8]2[CH:13]=[CH:12][C:11]([O:14]C)=[C:10]([F:16])[CH:9]=2)[CH2:6][CH2:5][N:4]([CH:17]2[CH2:21][CH2:20][N:19]([CH2:22][C:23]3[CH:28]=[CH:27][C:26]([CH3:29])=[C:25]([F:30])[CH:24]=3)[C:18]2=[O:31])[CH2:3]1.B(Br)(Br)Br. Given the product [F:1][C@@H:2]1[C@@H:7]([C:8]2[CH:13]=[CH:12][C:11]([OH:14])=[C:10]([F:16])[CH:9]=2)[CH2:6][CH2:5][N:4]([CH:17]2[CH2:21][CH2:20][N:19]([CH2:22][C:23]3[CH:28]=[CH:27][C:26]([CH3:29])=[C:25]([F:30])[CH:24]=3)[C:18]2=[O:31])[CH2:3]1, predict the reactants needed to synthesize it. (3) The reactants are: [NH2:1][C:2]1[CH:21]=[C:20]([O:22]C)[CH:19]=[CH:18][C:3]=1[C:4]([NH:6][C:7]1[CH:12]=[CH:11][C:10]([O:13][C:14]([F:17])([F:16])[F:15])=[CH:9][CH:8]=1)=[O:5].B(Br)(Br)Br. Given the product [NH2:1][C:2]1[CH:21]=[C:20]([OH:22])[CH:19]=[CH:18][C:3]=1[C:4]([NH:6][C:7]1[CH:12]=[CH:11][C:10]([O:13][C:14]([F:15])([F:16])[F:17])=[CH:9][CH:8]=1)=[O:5], predict the reactants needed to synthesize it. (4) Given the product [CH3:20][N:9]1[C:10]2[C:6](=[CH:5][C:4]([N+:1]([O-:3])=[O:2])=[CH:12][CH:11]=2)[C:7](=[O:14])[C:8]1=[O:13], predict the reactants needed to synthesize it. The reactants are: [N+:1]([C:4]1[CH:5]=[C:6]2[C:10](=[CH:11][CH:12]=1)[NH:9][C:8](=[O:13])[C:7]2=[O:14])([O-:3])=[O:2].[H-].[Na+].CI.N[C:20]1C=C2C(=CC=1)NC(=O)C12N(C)CCN1C.N1C2C(=CC(N)=CC=2)C2(OCCO2)C1. (5) Given the product [ClH:70].[CH2:1]([C:3]1[C:13]([CH2:14][C:15]2[CH:16]=[CH:17][C:18]([O:21][CH2:35][CH:32]3[CH2:33][CH2:34][NH:29][CH2:30][CH2:31]3)=[CH:19][CH:20]=2)=[C:6]2[N:7]=[C:8]([CH3:12])[CH:9]=[C:10]([CH3:11])[N:5]2[N:4]=1)[CH3:2], predict the reactants needed to synthesize it. The reactants are: [CH2:1]([C:3]1[C:13]([CH2:14][C:15]2[CH:20]=[CH:19][C:18]([OH:21])=[CH:17][CH:16]=2)=[C:6]2[N:7]=[C:8]([CH3:12])[CH:9]=[C:10]([CH3:11])[N:5]2[N:4]=1)[CH3:2].C([N:29]1[CH2:34][CH2:33][CH:32]([CH2:35]O)[CH2:31][CH2:30]1)(OC(C)(C)C)=O.C1(P(C2C=CC=CC=2)C2C=CC=CC=2)C=CC=CC=1.CC(OC(/N=N/C(OC(C)C)=O)=O)C.[Cl:70]CCl. (6) Given the product [F:47][C:4]1[CH:3]=[C:2]([N:54]2[CH:58]=[CH:57][CH:56]=[N:55]2)[CH:46]=[CH:45][C:5]=1[O:6][CH2:7][CH2:8][C@H:9]1[N:14]([C:15]([C:17]2[N:18]=[CH:19][N:20]([C@@H:28]3[CH2:33][CH2:32][CH2:31][CH2:30][C@@:29]3([OH:37])[CH2:34][O:35][CH3:36])[C:21]=2[C:22]2[CH:27]=[CH:26][CH:25]=[CH:24][CH:23]=2)=[O:16])[CH2:13][CH2:12][N:11]([C:38]([O:40][C:41]([CH3:44])([CH3:43])[CH3:42])=[O:39])[CH2:10]1, predict the reactants needed to synthesize it. The reactants are: Br[C:2]1[CH:46]=[CH:45][C:5]([O:6][CH2:7][CH2:8][C@H:9]2[N:14]([C:15]([C:17]3[N:18]=[CH:19][N:20]([C@@H:28]4[CH2:33][CH2:32][CH2:31][CH2:30][C@@:29]4([OH:37])[CH2:34][O:35][CH3:36])[C:21]=3[C:22]3[CH:27]=[CH:26][CH:25]=[CH:24][CH:23]=3)=[O:16])[CH2:13][CH2:12][N:11]([C:38]([O:40][C:41]([CH3:44])([CH3:43])[CH3:42])=[O:39])[CH2:10]2)=[C:4]([F:47])[CH:3]=1.C(=O)([O-])[O-].[K+].[K+].[NH:54]1[CH:58]=[CH:57][CH:56]=[N:55]1.O. (7) Given the product [CH2:1]([O:3][C:4]([C:6]1[N:7]([C:26]2[CH:31]=[CH:30][C:29]([O:32][CH:33]3[CH2:37][CH2:36][CH2:35][CH2:34]3)=[CH:28][CH:27]=2)[C:8]2[C:13]([C:14]=1[N:38]1[CH2:42][CH2:41][CH2:40][C:39]1=[O:43])=[CH:12][C:11]([C:16]1[CH:21]=[CH:20][C:19]([C:22]([F:25])([F:24])[F:23])=[CH:18][N:17]=1)=[CH:10][CH:9]=2)=[O:5])[CH3:2], predict the reactants needed to synthesize it. The reactants are: [CH2:1]([O:3][C:4]([C:6]1[N:7]([C:26]2[CH:31]=[CH:30][C:29]([O:32][CH:33]3[CH2:37][CH2:36][CH2:35][CH2:34]3)=[CH:28][CH:27]=2)[C:8]2[C:13]([C:14]=1I)=[CH:12][C:11]([C:16]1[CH:21]=[CH:20][C:19]([C:22]([F:25])([F:24])[F:23])=[CH:18][N:17]=1)=[CH:10][CH:9]=2)=[O:5])[CH3:2].[NH:38]1[CH2:42][CH2:41][CH2:40][C:39]1=[O:43]. (8) Given the product [N+:1]([C:4]1[CH:5]=[C:6]2[C:10](=[CH:11][CH:12]=1)[C:9](=[O:13])[N:8]([CH2:22][C:23]([O:25][CH3:26])=[O:24])[C:7]2=[O:14])([O-:3])=[O:2], predict the reactants needed to synthesize it. The reactants are: [N+:1]([C:4]1[CH:5]=[C:6]2[C:10](=[CH:11][CH:12]=1)[C:9](=[O:13])[NH:8][C:7]2=[O:14])([O-:3])=[O:2].C([O-])([O-])=O.[K+].[K+].Br[CH2:22][C:23]([O:25][CH3:26])=[O:24].CCO.